From a dataset of Catalyst prediction with 721,799 reactions and 888 catalyst types from USPTO. Predict which catalyst facilitates the given reaction. (1) Reactant: [NH:1]1[C:5]2[CH:6]=[CH:7][CH:8]=[CH:9][C:4]=2[N:3]=[C:2]1[C:10]1[CH:15]=[CH:14][C:13]([CH:16]2[O:21][CH2:20][CH2:19][N:18](C(OC(C)(C)C)=O)[CH2:17]2)=[CH:12][CH:11]=1.[ClH:29]. Product: [ClH:29].[NH:1]1[C:5]2[CH:6]=[CH:7][CH:8]=[CH:9][C:4]=2[N:3]=[C:2]1[C:10]1[CH:11]=[CH:12][C:13]([CH:16]2[O:21][CH2:20][CH2:19][NH:18][CH2:17]2)=[CH:14][CH:15]=1. The catalyst class is: 12. (2) Reactant: [Br:1][C:2]1[C:3]([OH:12])=[N:4][C:5]([CH3:11])=[C:6]([N+:8]([O-:10])=[O:9])[CH:7]=1.[F:13][C:14]([F:25])([F:24])[CH:15]([C:17]1[CH:22]=[CH:21][C:20]([F:23])=[CH:19][CH:18]=1)O.C1(P(C2C=CC=CC=2)C2C=CC=CC=2)C=CC=CC=1.[N+](C(OC(C)C)=O)(C(OC(C)C)=O)=[N-]. Product: [Br:1][C:2]1[CH:7]=[C:6]([N+:8]([O-:10])=[O:9])[C:5]([CH3:11])=[N:4][C:3]=1[O:12][CH:15]([C:17]1[CH:22]=[CH:21][C:20]([F:23])=[CH:19][CH:18]=1)[C:14]([F:13])([F:25])[F:24]. The catalyst class is: 1. (3) Reactant: C([O:5][C:6](=O)[CH2:7][C:8]1[CH:13]=[CH:12][N:11]=[C:10]([N:14]2[CH2:19][CH2:18][N:17]([CH3:20])[CH2:16][CH2:15]2)[CH:9]=1)(C)(C)C.C(C1NC=CN=1)(C1[NH:25]C=CN=1)=O.N. Product: [CH3:20][N:17]1[CH2:18][CH2:19][N:14]([C:10]2[CH:9]=[C:8]([CH2:7][C:6]([NH2:25])=[O:5])[CH:13]=[CH:12][N:11]=2)[CH2:15][CH2:16]1. The catalyst class is: 137. (4) Reactant: [F:1][C:2]([F:12])([F:11])[CH:3]([C:5]1[CH:10]=[CH:9][CH:8]=[CH:7][N:6]=1)[NH2:4].CCN(C(C)C)C(C)C.Cl[C:23]([O:25][CH:26]1[CH:31]([CH:32]([CH3:34])[CH3:33])[CH2:30][CH2:29][CH:28]([CH3:35])[CH2:27]1)=[O:24].C(OCC)(=O)C. Product: [CH:32]([C@@H:31]1[CH2:30][CH2:29][C@@H:28]([CH3:35])[CH2:27][C@H:26]1[O:25][C:23](=[O:24])[NH:4][CH:3]([C:5]1[CH:10]=[CH:9][CH:8]=[CH:7][N:6]=1)[C:2]([F:1])([F:11])[F:12])([CH3:33])[CH3:34]. The catalyst class is: 1. (5) Reactant: [O:1]=[C:2]1[NH:7][C:6]([CH:8]=O)=[CH:5][CH:4]=[CH:3]1.[CH2:10]([O:12][C:13]([C:15]1[NH:16][CH:17]=[CH:18][C:19]=1[NH2:20])=[O:14])[CH3:11].CC(O)=O.[BH3-]C#N.[Na+]. Product: [CH2:10]([O:12][C:13]([C:15]1[NH:16][CH:17]=[CH:18][C:19]=1[NH:20][CH2:8][C:6]1[NH:7][C:2](=[O:1])[CH:3]=[CH:4][CH:5]=1)=[O:14])[CH3:11]. The catalyst class is: 14. (6) Reactant: [N:1]([CH:4]1[CH:10]([OH:11])[CH2:9][CH2:8][CH2:7][N:6]([C:12]([O:14][CH2:15][C:16]2[CH:21]=[CH:20][CH:19]=[CH:18][CH:17]=2)=[O:13])[CH2:5]1)=[N+]=[N-].C1C=CC(P(C2C=CC=CC=2)C2C=CC=CC=2)=CC=1. Product: [NH2:1][CH:4]1[CH:10]([OH:11])[CH2:9][CH2:8][CH2:7][N:6]([C:12]([O:14][CH2:15][C:16]2[CH:21]=[CH:20][CH:19]=[CH:18][CH:17]=2)=[O:13])[CH2:5]1. The catalyst class is: 20.